From a dataset of Reaction yield outcomes from USPTO patents with 853,638 reactions. Predict the reaction yield, written as a fraction of the theoretical maximum amount of product (1.0 means a 100% yield; for example, 0.34 means a 34% yield). (1) The reactants are [NH2:1][C:2]1[C:10]2[C:5](=[N:6][CH:7]=[C:8]([Cl:26])[C:9]=2[N:11]2[CH2:16][CH2:15][CH2:14][C@@H:13]([N:17]([CH3:25])[C:18](=[O:24])[O:19][C:20]([CH3:23])([CH3:22])[CH3:21])[CH2:12]2)[NH:4][CH:3]=1.[C:27](Cl)(=[O:30])[CH2:28][CH3:29].[Li+].[OH-].O. The catalyst is CN1C(=O)CCC1.N1C=CC=CC=1.CC#N.O.C(Cl)Cl. The product is [Cl:26][C:8]1[C:9]([N:11]2[CH2:16][CH2:15][CH2:14][C@@H:13]([N:17]([CH3:25])[C:18](=[O:24])[O:19][C:20]([CH3:21])([CH3:22])[CH3:23])[CH2:12]2)=[C:10]2[C:2]([NH:1][C:27](=[O:30])[CH2:28][CH3:29])=[CH:3][NH:4][C:5]2=[N:6][CH:7]=1. The yield is 0.460. (2) The reactants are Cl[C:2]1[N:7]=[C:6]([CH3:8])[C:5]([CH:9]([CH2:14][CH2:15][CH3:16])[C:10]([O:12][CH3:13])=[O:11])=[C:4]([C:17]2[CH:22]=[CH:21][C:20]([CH3:23])=[CH:19][CH:18]=2)[N:3]=1.[CH:24]([C:27]1[N:31]=[C:30]([CH:32]2[CH2:37][CH2:36][CH2:35][NH:34][CH2:33]2)[O:29][N:28]=1)([CH3:26])[CH3:25].C(N(CC)CC)C. The catalyst is O1CCCC1. The product is [CH:24]([C:27]1[N:31]=[C:30]([CH:32]2[CH2:37][CH2:36][CH2:35][N:34]([C:2]3[N:7]=[C:6]([CH3:8])[C:5]([CH:9]([CH2:14][CH2:15][CH3:16])[C:10]([O:12][CH3:13])=[O:11])=[C:4]([C:17]4[CH:22]=[CH:21][C:20]([CH3:23])=[CH:19][CH:18]=4)[N:3]=3)[CH2:33]2)[O:29][N:28]=1)([CH3:26])[CH3:25]. The yield is 0.180. (3) The reactants are Cl[C:2]1[C:7]([N:8]2[C:12]([S:13]([C:16]3[CH:21]=[CH:20][CH:19]=[CH:18][CH:17]=3)(=[O:15])=[O:14])=[CH:11][C:10]([CH2:22][N:23]([CH3:31])[C:24](=[O:30])[O:25][C:26]([CH3:29])([CH3:28])[CH3:27])=[N:9]2)=[CH:6][CH:5]=[CH:4][N:3]=1.O.[CH3:33][N:34](C)C=O. The catalyst is [C-]#N.[Zn+2].[C-]#N.C1C=CC([P]([Pd]([P](C2C=CC=CC=2)(C2C=CC=CC=2)C2C=CC=CC=2)([P](C2C=CC=CC=2)(C2C=CC=CC=2)C2C=CC=CC=2)[P](C2C=CC=CC=2)(C2C=CC=CC=2)C2C=CC=CC=2)(C2C=CC=CC=2)C2C=CC=CC=2)=CC=1. The product is [C:33]([C:2]1[C:7]([N:8]2[C:12]([S:13]([C:16]3[CH:21]=[CH:20][CH:19]=[CH:18][CH:17]=3)(=[O:15])=[O:14])=[CH:11][C:10]([CH2:22][N:23]([CH3:31])[C:24](=[O:30])[O:25][C:26]([CH3:29])([CH3:28])[CH3:27])=[N:9]2)=[CH:6][CH:5]=[CH:4][N:3]=1)#[N:34]. The yield is 0.910. (4) The reactants are CN(C=O)C.C(=O)([O-])[O-].[K+].[K+].[OH:12][C:13]1[CH:14]=[C:15]([CH:20]=[CH:21][C:22]=1[O:23][CH3:24])[C:16]([O:18][CH3:19])=[O:17].Br[CH2:26][CH2:27][Cl:28]. The catalyst is O. The product is [Cl:28][CH2:27][CH2:26][O:12][C:13]1[CH:14]=[C:15]([CH:20]=[CH:21][C:22]=1[O:23][CH3:24])[C:16]([O:18][CH3:19])=[O:17]. The yield is 0.300. (5) The reactants are [CH2:1]([O:8][C:9]([N:11]1[CH2:14][CH2:13][C@H:12]1[CH2:15][O:16][C:17]1[CH:18]=[N:19][CH:20]=[C:21](Br)[CH:22]=1)=[O:10])[C:2]1[CH:7]=[CH:6][CH:5]=[CH:4][CH:3]=1.[CH3:24][Sn:25]([CH3:31])([CH3:30])[Sn:25]([CH3:31])([CH3:30])[CH3:24]. The catalyst is C1(C)C=CC=CC=1.C1C=CC([P]([Pd]([P](C2C=CC=CC=2)(C2C=CC=CC=2)C2C=CC=CC=2)([P](C2C=CC=CC=2)(C2C=CC=CC=2)C2C=CC=CC=2)[P](C2C=CC=CC=2)(C2C=CC=CC=2)C2C=CC=CC=2)(C2C=CC=CC=2)C2C=CC=CC=2)=CC=1. The product is [CH2:1]([O:8][C:9]([N:11]1[CH2:14][CH2:13][C@H:12]1[CH2:15][O:16][C:17]1[CH:18]=[N:19][CH:20]=[C:21]([Sn:25]([CH3:31])([CH3:30])[CH3:24])[CH:22]=1)=[O:10])[C:2]1[CH:7]=[CH:6][CH:5]=[CH:4][CH:3]=1. The yield is 0.930. (6) The reactants are FC(F)(F)C1C=C(NC(=O)NC2C=CC(C3SC(CCC(O)=O)=NC=3)=CC=2)C=CC=1.[F:31][C:32]1[C:37]([F:38])=[C:36]([F:39])[CH:35]=[CH:34][C:33]=1[NH:40][C:41](=[O:66])[NH:42][C:43]1[CH:48]=[CH:47][C:46]([C:49]2[S:53][C:52]([CH:54]3[CH2:59][CH2:58][N:57]([CH2:60][C:61]([O:63]CC)=[O:62])[CH2:56][CH2:55]3)=[N:51][CH:50]=2)=[CH:45][CH:44]=1. No catalyst specified. The product is [F:31][C:32]1[C:37]([F:38])=[C:36]([F:39])[CH:35]=[CH:34][C:33]=1[NH:40][C:41](=[O:66])[NH:42][C:43]1[CH:44]=[CH:45][C:46]([C:49]2[S:53][C:52]([CH:54]3[CH2:55][CH2:56][N:57]([CH2:60][C:61]([OH:63])=[O:62])[CH2:58][CH2:59]3)=[N:51][CH:50]=2)=[CH:47][CH:48]=1. The yield is 0.870. (7) The reactants are Cl[C:2]1[N:7]=[C:6]([NH:8][C:9]2[CH:14]=[CH:13][C:12]([N:15]3[CH2:20][CH2:19][O:18][CH2:17][CH2:16]3)=[CH:11][C:10]=2[O:21][CH3:22])[C:5]([Cl:23])=[CH:4][N:3]=1.[NH2:24][C:25]1[CH:40]=[CH:39][C:28]2[N:29]([CH2:37][CH3:38])[C:30](=[O:36])[CH2:31][CH2:32][C:33]([CH3:35])([CH3:34])[C:27]=2[CH:26]=1.Cl. The catalyst is O1CCOCC1.COCCO. The product is [Cl:23][C:5]1[C:6]([NH:8][C:9]2[CH:14]=[CH:13][C:12]([N:15]3[CH2:20][CH2:19][O:18][CH2:17][CH2:16]3)=[CH:11][C:10]=2[O:21][CH3:22])=[N:7][C:2]([NH:24][C:25]2[CH:40]=[CH:39][C:28]3[N:29]([CH2:37][CH3:38])[C:30](=[O:36])[CH2:31][CH2:32][C:33]([CH3:34])([CH3:35])[C:27]=3[CH:26]=2)=[N:3][CH:4]=1. The yield is 0.920.